From a dataset of Catalyst prediction with 721,799 reactions and 888 catalyst types from USPTO. Predict which catalyst facilitates the given reaction. (1) Reactant: ClC1C(Cl)=CC=CC=1NC([O:12][CH2:13][CH2:14][N:15]1[C:19]([NH:20][C:21]([NH:23][C:24]2[CH:29]=[CH:28][CH:27]=[C:26]([Cl:30])[C:25]=2[Cl:31])=[O:22])=[CH:18][C:17]([C:32]([CH3:35])([CH3:34])[CH3:33])=[N:16]1)=O.[OH-].[Na+].Cl. Product: [OH:12][CH2:13][CH2:14][N:15]1[C:19]([NH:20][C:21]([NH:23][C:24]2[CH:29]=[CH:28][CH:27]=[C:26]([Cl:30])[C:25]=2[Cl:31])=[O:22])=[CH:18][C:17]([C:32]([CH3:35])([CH3:34])[CH3:33])=[N:16]1. The catalyst class is: 351. (2) Reactant: C[O:2][C:3]([C:5]1[S:6][C:7]([C:27]2[CH:32]=[CH:31][CH:30]=[CH:29][CH:28]=2)=[CH:8][C:9]=1[N:10]([CH:20]1[CH2:25][CH2:24][CH:23]([OH:26])[CH2:22][CH2:21]1)[C:11]([CH:13]1[CH2:18][CH2:17][CH:16]([CH3:19])[CH2:15][CH2:14]1)=[O:12])=[O:4].[H-].[Na+].I[CH3:36]. Product: [CH3:36][O:26][CH:23]1[CH2:24][CH2:25][CH:20]([N:10]([C:11]([CH:13]2[CH2:18][CH2:17][CH:16]([CH3:19])[CH2:15][CH2:14]2)=[O:12])[C:9]2[CH:8]=[C:7]([C:27]3[CH:28]=[CH:29][CH:30]=[CH:31][CH:32]=3)[S:6][C:5]=2[C:3]([OH:2])=[O:4])[CH2:21][CH2:22]1. The catalyst class is: 807. (3) Reactant: [Cl:1][C:2]1[CH:9]=[CH:8][C:5]([CH2:6][NH2:7])=[CH:4][CH:3]=1.C[Al](C)C.C([O:16][C:17]([C:19]1[C:20]([CH3:34])=[N:21][C:22]([N:28]2[CH2:33][CH2:32][O:31][CH2:30][CH2:29]2)=[CH:23][C:24]=1[CH2:25][CH2:26][CH3:27])=O)C. Product: [Cl:1][C:2]1[CH:9]=[CH:8][C:5]([CH2:6][NH:7][C:17]([C:19]2[C:20]([CH3:34])=[N:21][C:22]([N:28]3[CH2:33][CH2:32][O:31][CH2:30][CH2:29]3)=[CH:23][C:24]=2[CH2:25][CH2:26][CH3:27])=[O:16])=[CH:4][CH:3]=1. The catalyst class is: 11. (4) The catalyst class is: 2. Reactant: B(Br)(Br)Br.[N+:5]([C:8]1[CH:13]=[C:12]([C:14]2[O:15][C:16]3[CH:22]=[C:21]([O:23]C)[CH:20]=[CH:19][C:17]=3[CH:18]=2)[CH:11]=[CH:10][N:9]=1)([O-:7])=[O:6].O. Product: [N+:5]([C:8]1[CH:13]=[C:12]([C:14]2[O:15][C:16]3[CH:22]=[C:21]([OH:23])[CH:20]=[CH:19][C:17]=3[CH:18]=2)[CH:11]=[CH:10][N:9]=1)([O-:7])=[O:6]. (5) Reactant: S(Cl)([Cl:3])=O.O[C:6]1[C:7]2[C:14]([C:15]3[S:16][CH:17]=[CH:18][N:19]=3)=[CH:13][S:12][C:8]=2[N:9]=[CH:10][N:11]=1.C(=O)(O)[O-].[Na+]. Product: [Cl:3][C:6]1[C:7]2[C:14]([C:15]3[S:16][CH:17]=[CH:18][N:19]=3)=[CH:13][S:12][C:8]=2[N:9]=[CH:10][N:11]=1. The catalyst class is: 9. (6) Reactant: [CH3:1][O:2][C:3]1[CH:4]=[C:5]([C:12]2[CH2:13][CH2:14][NH:15][CH2:16][CH:17]=2)[CH:6]=[CH:7][C:8]=1[N+:9]([O-:11])=[O:10].Cl.[C:19]([O:23][C:24]([N:26]1[CH2:31][CH2:30][N:29]([C:32](=[O:35])[CH2:33]Br)[CH2:28][CH2:27]1)=[O:25])([CH3:22])([CH3:21])[CH3:20].C(=O)([O-])[O-].[Cs+].[Cs+].C(#N)C. Product: [C:19]([O:23][C:24]([N:26]1[CH2:27][CH2:28][N:29]([C:32](=[O:35])[CH2:33][N:15]2[CH2:14][CH:13]=[C:12]([C:5]3[CH:6]=[CH:7][C:8]([N+:9]([O-:11])=[O:10])=[C:3]([O:2][CH3:1])[CH:4]=3)[CH2:17][CH2:16]2)[CH2:30][CH2:31]1)=[O:25])([CH3:22])([CH3:20])[CH3:21]. The catalyst class is: 6. (7) Reactant: [CH:1]1([NH2:6])[CH2:5][CH2:4][CH2:3][CH2:2]1.C1(N)CCC1.Cl[C:13]1[C:14]2[CH:33]=[CH:32][NH:31][C:15]=2[N:16]=[C:17]([NH:19][C:20]2[CH:21]=[C:22]([NH:26][S:27]([CH3:30])(=[O:29])=[O:28])[CH:23]=[CH:24][CH:25]=2)[N:18]=1.ClC1N=C(NC2C=C(NS(C)(=O)=O)C=CC=2)N=C2C=1N=CN2. Product: [CH:1]1([NH:6][C:13]2[C:14]3[CH:33]=[CH:32][NH:31][C:15]=3[N:16]=[C:17]([NH:19][C:20]3[CH:21]=[C:22]([NH:26][S:27]([CH3:30])(=[O:29])=[O:28])[CH:23]=[CH:24][CH:25]=3)[N:18]=2)[CH2:5][CH2:4][CH2:3][CH2:2]1. The catalyst class is: 578. (8) Reactant: [H-].[Na+].[CH3:3][O:4][C:5]1[CH:6]=[C:7]2[C:11](=[CH:12][CH:13]=1)[NH:10][CH:9]=[C:8]2[C:14]1[CH2:15][CH2:16][N:17]([C:20]([O:22][C:23]([CH3:26])([CH3:25])[CH3:24])=[O:21])[CH2:18][CH:19]=1.I[CH3:28]. Product: [CH3:3][O:4][C:5]1[CH:6]=[C:7]2[C:11](=[CH:12][CH:13]=1)[N:10]([CH3:28])[CH:9]=[C:8]2[C:14]1[CH2:15][CH2:16][N:17]([C:20]([O:22][C:23]([CH3:26])([CH3:25])[CH3:24])=[O:21])[CH2:18][CH:19]=1. The catalyst class is: 3. (9) Reactant: [S:1]1[CH:5]=[CH:4][C:3]2[CH:6]=[C:7]([CH2:10][S:11]([NH:14][C@H:15]([CH2:19][N:20]3[CH:24]=[CH:23][CH:22]=[N:21]3)C(O)=O)(=[O:13])=[O:12])[CH:8]=[CH:9][C:2]1=2.Cl.N[C@H](CN1C=CC=N1)C(O)=[O:29].FC(F)(F)C(=N[Si](C)(C)C)O[Si](C)(C)C.C[N:53]([CH:55]=[O:56])C. The catalyst class is: 17. Product: [S:1]1[CH:5]=[CH:4][C:3]2[CH:6]=[C:7]([CH2:10][S:11]([NH:14][C@H:15]([CH2:19][N:20]3[CH:24]=[CH:23][CH:22]=[N:21]3)[C:55]([NH:53][OH:29])=[O:56])(=[O:12])=[O:13])[CH:8]=[CH:9][C:2]1=2. (10) Reactant: [F:1][C:2]1[CH:34]=[CH:33][C:5]([CH2:6][N:7]2[C:16](=[O:17])[C:15]([C:18]3[NH:23][C:22]4[CH:24]=[CH:25][C:26](I)=[CH:27][C:21]=4[S:20](=[O:30])(=[O:29])[N:19]=3)=[C:14]([OH:31])[C@H:13]3[C@@H:8]2[C@H:9]2[CH2:32][C@@H:12]3[CH2:11][CH2:10]2)=[CH:4][CH:3]=1.C([Sn](CCCC)(CCCC)[C:40]1[S:41](=[O:46])(=[O:45])[CH2:42][CH2:43][CH:44]=1)CCC. Product: [O:45]=[S:41]1(=[O:46])[CH2:42][CH2:43][CH:44]=[C:40]1[C:26]1[CH:25]=[CH:24][C:22]2[NH:23][C:18]([C:15]3[C:16](=[O:17])[N:7]([CH2:6][C:5]4[CH:33]=[CH:34][C:2]([F:1])=[CH:3][CH:4]=4)[C@@H:8]4[C@H:13]([C:14]=3[OH:31])[C@@H:12]3[CH2:32][C@H:9]4[CH2:10][CH2:11]3)=[N:19][S:20](=[O:30])(=[O:29])[C:21]=2[CH:27]=1. The catalyst class is: 427.